This data is from Experimental lipophilicity measurements (octanol/water distribution) for 4,200 compounds from AstraZeneca. The task is: Regression/Classification. Given a drug SMILES string, predict its absorption, distribution, metabolism, or excretion properties. Task type varies by dataset: regression for continuous measurements (e.g., permeability, clearance, half-life) or binary classification for categorical outcomes (e.g., BBB penetration, CYP inhibition). For this dataset (lipophilicity_astrazeneca), we predict Y. The compound is N#Cc1nc(Nc2ccccc2)c(N)c(N2CCOCC2)n1. The Y is 2.72 logD.